This data is from Reaction yield outcomes from USPTO patents with 853,638 reactions. The task is: Predict the reaction yield, written as a fraction of the theoretical maximum amount of product (1.0 means a 100% yield; for example, 0.34 means a 34% yield). (1) The reactants are [NH2:1][CH:2]([C:32]#[N:33])[CH2:3][C@H:4]1[CH2:15][CH2:14][C:13]2[S:12][C:11]3[N:10]=[CH:9][N:8]=[C:7]([O:16][CH:17]4[CH2:22][CH2:21][CH:20]([N:23]([CH3:31])[C:24](=[O:30])[O:25][C:26]([CH3:29])([CH3:28])[CH3:27])[CH2:19][CH2:18]4)[C:6]=3[C:5]1=2.C(N(CC)CC)C.Cl[C:42]([O:44][CH2:45][C:46]1[CH:51]=[CH:50][CH:49]=[CH:48][CH:47]=1)=[O:43]. The catalyst is ClCCl. The product is [C:26]([O:25][C:24]([N:23]([CH3:31])[CH:20]1[CH2:19][CH2:18][CH:17]([O:16][C:7]2[C:6]3[C:5]4[C@@H:4]([CH2:3][CH:2]([NH:1][C:42](=[O:43])[O:44][CH2:45][C:46]5[CH:51]=[CH:50][CH:49]=[CH:48][CH:47]=5)[C:32]#[N:33])[CH2:15][CH2:14][C:13]=4[S:12][C:11]=3[N:10]=[CH:9][N:8]=2)[CH2:22][CH2:21]1)=[O:30])([CH3:29])([CH3:27])[CH3:28]. The yield is 0.490. (2) The reactants are [C:1]([OH:10])(=[O:9])/[CH:2]=[CH:3]\[CH:4]=[CH:5]\[C:6]([OH:8])=[O:7].II. The catalyst is C(O)CCC. The product is [C:1]([OH:10])(=[O:9])/[CH:2]=[CH:3]/[CH:4]=[CH:5]/[C:6]([OH:8])=[O:7]. The yield is 0.760.